Task: Predict the reactants needed to synthesize the given product.. Dataset: Full USPTO retrosynthesis dataset with 1.9M reactions from patents (1976-2016) Given the product [Cl:12][C:2]1[CH:3]=[CH:4][C:5]2[C:10](=[C:9]([OH:11])[N:8]=[CH:7][CH:6]=2)[N:1]=1, predict the reactants needed to synthesize it. The reactants are: [N:1]1[C:10]2[C:9](=[O:11])[NH:8][CH:7]=[CH:6][C:5]=2[CH:4]=[CH:3][CH:2]=1.[Cl:12]C1C=CC=C(C(OO)=O)C=1.C(Cl)(=O)C(Cl)=O.